This data is from Full USPTO retrosynthesis dataset with 1.9M reactions from patents (1976-2016). The task is: Predict the reactants needed to synthesize the given product. (1) Given the product [Cl:8][C:9]1[CH:14]=[C:13]([C:15]([F:18])([F:17])[F:16])[CH:12]=[CH:11][C:10]=1/[CH:22]=[CH:21]/[C:20]([OH:24])=[O:23], predict the reactants needed to synthesize it. The reactants are: C(N(CC)CC)C.[Cl:8][C:9]1[CH:14]=[C:13]([C:15]([F:18])([F:17])[F:16])[CH:12]=[CH:11][C:10]=1I.[C:20]([OH:24])(=[O:23])[CH:21]=[CH2:22]. (2) Given the product [C:13]([C:12]1[CH:15]=[C:8]([C:6]2[S:7][C:3]([N:1]3[C:20]([CH3:21])=[C:23]4[CH2:24][N:25]([C:30]([O:32][C:33]([CH3:35])([CH3:34])[CH3:36])=[O:31])[CH2:26][CH2:27][C:28]4=[N:2]3)=[N:4][N:5]=2)[CH:9]=[CH:10][C:11]=1[O:16][CH:17]([CH3:19])[CH3:18])#[N:14], predict the reactants needed to synthesize it. The reactants are: [NH:1]([C:3]1[S:7][C:6]([C:8]2[CH:9]=[CH:10][C:11]([O:16][CH:17]([CH3:19])[CH3:18])=[C:12]([CH:15]=2)[C:13]#[N:14])=[N:5][N:4]=1)[NH2:2].[C:20]([CH:23]1[C:28](=O)[CH2:27][CH2:26][N:25]([C:30]([O:32][C:33]([CH3:36])([CH3:35])[CH3:34])=[O:31])[CH2:24]1)(=O)[CH3:21].